Dataset: NCI-60 drug combinations with 297,098 pairs across 59 cell lines. Task: Regression. Given two drug SMILES strings and cell line genomic features, predict the synergy score measuring deviation from expected non-interaction effect. (1) Drug 1: CN1CCC(CC1)COC2=C(C=C3C(=C2)N=CN=C3NC4=C(C=C(C=C4)Br)F)OC. Drug 2: CCC(=C(C1=CC=CC=C1)C2=CC=C(C=C2)OCCN(C)C)C3=CC=CC=C3.C(C(=O)O)C(CC(=O)O)(C(=O)O)O. Cell line: NCI-H460. Synergy scores: CSS=6.37, Synergy_ZIP=0.173, Synergy_Bliss=3.16, Synergy_Loewe=1.42, Synergy_HSA=2.98. (2) Drug 1: CCC1(CC2CC(C3=C(CCN(C2)C1)C4=CC=CC=C4N3)(C5=C(C=C6C(=C5)C78CCN9C7C(C=CC9)(C(C(C8N6C)(C(=O)OC)O)OC(=O)C)CC)OC)C(=O)OC)O. Drug 2: CC1=C(C(=CC=C1)Cl)NC(=O)C2=CN=C(S2)NC3=CC(=NC(=N3)C)N4CCN(CC4)CCO. Cell line: SW-620. Synergy scores: CSS=34.5, Synergy_ZIP=-1.52, Synergy_Bliss=-7.06, Synergy_Loewe=-40.7, Synergy_HSA=-2.66. (3) Drug 1: C1=C(C(=O)NC(=O)N1)F. Drug 2: C1C(C(OC1N2C=NC(=NC2=O)N)CO)O. Cell line: SK-MEL-28. Synergy scores: CSS=33.0, Synergy_ZIP=3.18, Synergy_Bliss=5.62, Synergy_Loewe=4.91, Synergy_HSA=5.52. (4) Drug 1: CN(C)C1=NC(=NC(=N1)N(C)C)N(C)C. Drug 2: C1=CC(=CC=C1CCCC(=O)O)N(CCCl)CCCl. Cell line: NCI/ADR-RES. Synergy scores: CSS=6.95, Synergy_ZIP=-4.69, Synergy_Bliss=-0.226, Synergy_Loewe=-14.4, Synergy_HSA=-1.80. (5) Drug 1: CC1C(C(CC(O1)OC2CC(CC3=C2C(=C4C(=C3O)C(=O)C5=C(C4=O)C(=CC=C5)OC)O)(C(=O)C)O)N)O.Cl. Drug 2: C1CC(C1)(C(=O)O)C(=O)O.[NH2-].[NH2-].[Pt+2]. Cell line: T-47D. Synergy scores: CSS=1.87, Synergy_ZIP=-4.17, Synergy_Bliss=-3.93, Synergy_Loewe=-11.3, Synergy_HSA=-2.74. (6) Drug 1: C1=CC(=CC=C1CCC2=CNC3=C2C(=O)NC(=N3)N)C(=O)NC(CCC(=O)O)C(=O)O. Drug 2: CC(C)CN1C=NC2=C1C3=CC=CC=C3N=C2N. Cell line: MOLT-4. Synergy scores: CSS=61.0, Synergy_ZIP=1.25, Synergy_Bliss=0.0850, Synergy_Loewe=-18.8, Synergy_HSA=-0.788.